Task: Predict the reaction yield, written as a fraction of the theoretical maximum amount of product (1.0 means a 100% yield; for example, 0.34 means a 34% yield).. Dataset: Reaction yield outcomes from USPTO patents with 853,638 reactions (1) The reactants are Cl.[CH2:2]([O:9][C:10](=[O:16])[C@H:11]1[CH2:15][CH2:14][CH2:13][NH:12]1)[C:3]1[CH:8]=[CH:7][CH:6]=[CH:5][CH:4]=1.[C:17]1([C:26]([OH:28])=O)[CH:22]=[CH:21][C:20]([C:23]([OH:25])=O)=[CH:19][CH:18]=1. The catalyst is CCOC(C)=O. The product is [CH2:2]([O:9][C:10]([C@H:11]1[CH2:15][CH2:14][CH2:13][N:12]1[C:26](=[O:28])[C:17]1[CH:18]=[CH:19][C:20]([C:23]([N:12]2[CH2:13][CH2:14][CH2:15][C@@H:11]2[C:10]([O:9][CH2:2][C:3]2[CH:8]=[CH:7][CH:6]=[CH:5][CH:4]=2)=[O:16])=[O:25])=[CH:21][CH:22]=1)=[O:16])[C:3]1[CH:4]=[CH:5][CH:6]=[CH:7][CH:8]=1. The yield is 0.720. (2) The reactants are [Cl:1][C:2]1[CH:7]=[CH:6][C:5]([C:8](=[NH:20])[NH:9][C:10]2[CH:15]=[CH:14][C:13]([S:16]([CH3:19])(=[O:18])=[O:17])=[CH:12][CH:11]=2)=[CH:4][CH:3]=1.C(=O)(O)[O-:22].[Na+].BrCC(=O)[CH2:29][C:30]1C=CC=C[C:31]=1[O:36][C:37]1[CH:42]=[CH:41][C:40]([Cl:43])=[CH:39][CH:38]=1. The catalyst is CC(C)=O. The product is [Cl:1][C:2]1[CH:3]=[CH:4][C:5]([C:8]2[N:9]([C:10]3[CH:15]=[CH:14][C:13]([S:16]([CH3:19])(=[O:17])=[O:18])=[CH:12][CH:11]=3)[CH2:29][C:30]([OH:22])([CH2:31][O:36][C:37]3[CH:42]=[CH:41][C:40]([Cl:43])=[CH:39][CH:38]=3)[N:20]=2)=[CH:6][CH:7]=1. The yield is 0.350. (3) The reactants are [C:1]([O:5][C:6]([NH:8][C@@H:9]([CH2:13][C:14]#[CH:15])[C:10](O)=[O:11])=[O:7])([CH3:4])([CH3:3])[CH3:2].C[N:17]1CCOCC1.ClC(OCC)=O.N. The catalyst is O1CCCC1. The product is [C:1]([O:5][C:6](=[O:7])[NH:8][C@H:9]([C:10](=[O:11])[NH2:17])[CH2:13][C:14]#[CH:15])([CH3:4])([CH3:3])[CH3:2]. The yield is 0.550. (4) The reactants are [CH:1]([N:4](CC)C(C)C)(C)C.[CH2:10]([N:12]1[C:24]2[CH2:23][CH2:22][CH:21]([CH:25]3[CH2:30][CH2:29][O:28][CH2:27][CH2:26]3)[CH2:20][C:19]=2[C:18]2[C:13]1=[CH:14][CH:15]=[C:16]([C:31]([N:33]([CH2:35][CH2:36][CH2:37][C:38]([OH:40])=O)[CH3:34])=[O:32])[CH:17]=2)[CH3:11].CN.CN(C(ON1N=NC2C=CC=NC1=2)=[N+](C)C)C.F[P-](F)(F)(F)(F)F. The catalyst is CN(C=O)C. The product is [CH2:10]([N:12]1[C:24]2[CH2:19][CH2:20][CH:21]([CH:25]3[CH2:30][CH2:29][O:28][CH2:27][CH2:26]3)[CH2:22][C:23]=2[C:14]2[C:13]1=[CH:18][CH:17]=[C:16]([C:31]([N:33]([CH3:34])[CH2:35][CH2:36][CH2:37][C:38]([NH:4][CH3:1])=[O:40])=[O:32])[CH:15]=2)[CH3:11]. The yield is 0.640. (5) The reactants are [N:1]1[CH:6]=[CH:5][CH:4]=[CH:3][C:2]=1[C:7]1[C:11]([CH2:12][O:13][C:14]2[CH:22]=[CH:21][C:17]([C:18]([OH:20])=O)=[CH:16][N:15]=2)=[CH:10][O:9][N:8]=1.[NH2:23][CH2:24][CH:25]1[CH2:27][CH2:26]1. No catalyst specified. The product is [CH:25]1([CH2:24][NH:23][C:18](=[O:20])[C:17]2[CH:21]=[CH:22][C:14]([O:13][CH2:12][C:11]3[C:7]([C:2]4[CH:3]=[CH:4][CH:5]=[CH:6][N:1]=4)=[N:8][O:9][CH:10]=3)=[N:15][CH:16]=2)[CH2:27][CH2:26]1. The yield is 0.970.